Dataset: Forward reaction prediction with 1.9M reactions from USPTO patents (1976-2016). Task: Predict the product of the given reaction. (1) Given the reactants C(OC(=O)[NH:7][C:8]1[CH:13]=[C:12]([CH2:14][CH:15]([OH:23])[C:16]2[CH:21]=[CH:20][C:19]([CH3:22])=[CH:18][CH:17]=2)[CH:11]=[CH:10][N:9]=1)(C)(C)C.FC(F)(F)C(O)=O.C([O-])(O)=O.[Na+], predict the reaction product. The product is: [NH2:7][C:8]1[CH:13]=[C:12]([CH2:14][CH:15]([C:16]2[CH:17]=[CH:18][C:19]([CH3:22])=[CH:20][CH:21]=2)[OH:23])[CH:11]=[CH:10][N:9]=1. (2) Given the reactants [CH3:1][O:2][CH2:3][C:4]1[N:9]=[C:8]([C:10]2[CH:15]=[CH:14][CH:13]=[CH:12][C:11]=2[O:16][CH2:17][C:18]2[CH:23]=[CH:22][CH:21]=[CH:20][CH:19]=2)[N:7]([CH2:24][CH2:25][C:26]2[CH:31]=[CH:30][CH:29]=[CH:28][CH:27]=2)[C:6](=[O:32])[CH:5]=1.[Br:33]Br.C(OCC)(=O)C, predict the reaction product. The product is: [Br:33][C:5]1[C:6](=[O:32])[N:7]([CH2:24][CH2:25][C:26]2[CH:27]=[CH:28][CH:29]=[CH:30][CH:31]=2)[C:8]([C:10]2[CH:15]=[CH:14][CH:13]=[CH:12][C:11]=2[O:16][CH2:17][C:18]2[CH:19]=[CH:20][CH:21]=[CH:22][CH:23]=2)=[N:9][C:4]=1[CH2:3][O:2][CH3:1]. (3) The product is: [Cl:36][C:37]1[CH:42]=[CH:41][CH:40]=[C:39]([CH3:43])[C:38]=1[S:44]([N:47]([CH:48]1[CH2:50][CH2:49]1)[CH2:51][CH2:52][O:53][CH2:54][C:14]([N:11]1[CH2:10][CH2:9][C:8]([C:4]2[CH:5]=[CH:6][CH:7]=[C:2]([F:1])[CH:3]=2)([CH2:21][CH2:22][CH2:23][N:24]2[CH2:25][CH2:26][CH2:27][CH2:28]2)[CH2:13][CH2:12]1)=[O:15])(=[O:46])=[O:45]. Given the reactants [F:1][C:2]1[CH:3]=[C:4]([C:8]2([CH2:21][CH2:22][CH2:23][N:24]3[CH2:28][CH2:27][CH2:26][CH2:25]3)[CH2:13][CH2:12][N:11]([C:14](OC(C)(C)C)=[O:15])[CH2:10][CH2:9]2)[CH:5]=[CH:6][CH:7]=1.C(O)(C(F)(F)F)=O.[Cl:36][C:37]1[CH:42]=[CH:41][CH:40]=[C:39]([CH3:43])[C:38]=1[S:44]([N:47]([CH2:51][CH2:52][O:53][CH2:54]C(O)=O)[CH:48]1[CH2:50][CH2:49]1)(=[O:46])=[O:45].CCN=C=NCCCN(C)C.C1C=CC2N(O)N=NC=2C=1.CCN(C(C)C)C(C)C, predict the reaction product. (4) Given the reactants C[Si]([N-][Si](C)(C)C)(C)C.[Li+].C1COCC1.[CH3:16][O:17][N:18]([CH3:30])[S:19]([C:22]1[N:23]=[CH:24][N:25]2[CH:29]=[CH:28][S:27][C:26]=12)(=[O:21])=[O:20].[CH2:31]([Sn:35](Cl)([CH2:40][CH2:41][CH2:42][CH3:43])[CH2:36][CH2:37][CH2:38][CH3:39])[CH2:32][CH2:33][CH3:34].[Cl-].[NH4+], predict the reaction product. The product is: [CH3:16][O:17][N:18]([CH3:30])[S:19]([C:22]1[N:23]=[CH:24][N:25]2[CH:29]=[C:28]([Sn:35]([CH2:36][CH2:37][CH2:38][CH3:39])([CH2:40][CH2:41][CH2:42][CH3:43])[CH2:31][CH2:32][CH2:33][CH3:34])[S:27][C:26]=12)(=[O:20])=[O:21]. (5) Given the reactants [N:1]1([CH2:6][CH2:7][N:8]2[C:16]3[C:11](=[CH:12][C:13]([NH2:17])=[CH:14][CH:15]=3)[CH:10]=[CH:9]2)[CH2:5][CH2:4][CH2:3][CH2:2]1.C[Al](C)C.[Cl:22][C:23]1[CH:28]=[CH:27][C:26]([C:29]2[S:30][C:31]3[C:37](=[O:38])[O:36][CH2:35][CH2:34][C:32]=3[N:33]=2)=[CH:25][CH:24]=1, predict the reaction product. The product is: [N:1]1([CH2:6][CH2:7][N:8]2[C:16]3[C:11](=[CH:12][C:13]([NH:17][C:37]([C:31]4[S:30][C:29]([C:26]5[CH:27]=[CH:28][C:23]([Cl:22])=[CH:24][CH:25]=5)=[N:33][C:32]=4[CH2:34][CH2:35][OH:36])=[O:38])=[CH:14][CH:15]=3)[CH:10]=[CH:9]2)[CH2:5][CH2:4][CH2:3][CH2:2]1. (6) The product is: [CH2:19]([C:17]1[CH:16]=[CH:15][C:12]2[CH2:13][CH2:14][NH:8][CH2:9][C@@H:10]([CH3:27])[C:11]=2[CH:18]=1)[C:20]1[CH:21]=[CH:22][CH:23]=[CH:24][CH:25]=1. Given the reactants C(OC([N:8]1[CH2:14][CH2:13][C:12]2[CH:15]=[CH:16][C:17]([C:19](=O)[C:20]3[CH:25]=[CH:24][CH:23]=[CH:22][CH:21]=3)=[CH:18][C:11]=2[C@H:10]([CH3:27])[CH2:9]1)=O)(C)(C)C.[H][H].Cl, predict the reaction product. (7) The product is: [CH3:1][N:2]1[CH2:23][C:8]23[CH2:9][CH2:10][CH:11]4[CH:20]([CH:7]2[CH2:6][CH2:5][CH:4]3[CH:3]1[CH3:24])[CH2:19][CH:18]=[C:17]1[C:12]4([CH3:22])[CH2:13][CH2:14][CH:15]([O:21][C:32](=[O:34])[CH3:33])[CH2:16]1. Given the reactants [CH3:1][N:2]1[CH2:23][C:8]23[CH2:9][CH2:10][CH:11]4[CH:20]([CH:7]2[CH2:6][CH2:5][CH:4]3[CH:3]1[CH3:24])[CH2:19][CH:18]=[C:17]1[C:12]4([CH3:22])[CH2:13][CH2:14][CH:15]([OH:21])[CH2:16]1.C(N(CC)CC)C.[C:32](Cl)(=[O:34])[CH3:33], predict the reaction product.